Dataset: Forward reaction prediction with 1.9M reactions from USPTO patents (1976-2016). Task: Predict the product of the given reaction. (1) Given the reactants [F:1][C:2]([F:17])([F:16])[C:3]1[CH:11]=[C:10]([C:12]([F:15])([F:14])[F:13])[CH:9]=[CH:8][C:4]=1[C:5]([OH:7])=O.C([O:20][C:21](=[O:43])[CH2:22][CH2:23][C:24]1[CH:29]=[CH:28][C:27]([O:30][C:31]2[CH:36]=[C:35]([F:37])[CH:34]=[C:33]([CH:38]([NH2:40])[CH3:39])[CH:32]=2)=[CH:26][C:25]=1[CH2:41][CH3:42])C, predict the reaction product. The product is: [F:16][C:2]([F:1])([F:17])[C:3]1[CH:11]=[C:10]([C:12]([F:15])([F:14])[F:13])[CH:9]=[CH:8][C:4]=1[C:5]([NH:40][CH:38]([C:33]1[CH:32]=[C:31]([CH:36]=[C:35]([F:37])[CH:34]=1)[O:30][C:27]1[CH:28]=[CH:29][C:24]([CH2:23][CH2:22][C:21]([OH:43])=[O:20])=[C:25]([CH2:41][CH3:42])[CH:26]=1)[CH3:39])=[O:7]. (2) Given the reactants [Br:1][C:2]1[C:3]([CH:9]([OH:15])[C:10]([O:12][CH2:13][CH3:14])=[O:11])=[C:4]([CH3:8])[S:5][C:6]=1[Cl:7].Cl(O)(=O)(=O)=O.C(=O)(O)[O-].[Na+], predict the reaction product. The product is: [Br:1][C:2]1[C:3]([CH:9]([O:15][C:3]([CH3:9])([CH3:4])[CH3:2])[C:10]([O:12][CH2:13][CH3:14])=[O:11])=[C:4]([CH3:8])[S:5][C:6]=1[Cl:7]. (3) Given the reactants [F:1][C:2]1[CH:10]=[C:9]([O:11][CH3:12])[CH:8]=[CH:7][C:3]=1[C:4]([OH:6])=[O:5].C(=O)([O-])[O-].[K+].[K+].Br[CH2:20][CH:21]=[CH2:22].O, predict the reaction product. The product is: [F:1][C:2]1[CH:10]=[C:9]([O:11][CH3:12])[CH:8]=[CH:7][C:3]=1[C:4]([O:6][CH2:22][CH:21]=[CH2:20])=[O:5]. (4) Given the reactants CS(O)(=O)=O.O=P12OP3(OP(OP(O3)(O1)=O)(=O)O2)=O.[CH3:20][O:21][C:22]1[CH:27]=[CH:26][C:25]([CH2:28][C:29]([OH:31])=O)=[CH:24][C:23]=1[CH3:32].[CH3:33][C:34]1[CH:35]=[C:36]([C:39]2[CH:44]=[CH:43][C:42]([C:45]([F:48])([F:47])[F:46])=[CH:41][CH:40]=2)[S:37][CH:38]=1.C([O-])(O)=O.[Na+], predict the reaction product. The product is: [CH3:20][O:21][C:22]1[CH:27]=[CH:26][C:25]([CH2:28][C:29]([C:38]2[S:37][C:36]([C:39]3[CH:40]=[CH:41][C:42]([C:45]([F:46])([F:48])[F:47])=[CH:43][CH:44]=3)=[CH:35][C:34]=2[CH3:33])=[O:31])=[CH:24][C:23]=1[CH3:32]. (5) Given the reactants [NH2:1][C:2]1[C:3]([C:12]([NH:14][C:15]2([C:20]([O:22][CH3:23])=[O:21])[CH2:19][CH2:18][CH2:17][CH2:16]2)=[O:13])=[CH:4][C:5]2[C:10]([CH:11]=1)=[CH:9][CH:8]=[CH:7][CH:6]=2.[CH3:24][C:25]1[CH:30]=[C:29]([CH3:31])[CH:28]=[C:27]([CH3:32])[C:26]=1[N:33]=[C:34]=[O:35], predict the reaction product. The product is: [CH3:32][C:27]1[CH:28]=[C:29]([CH3:31])[CH:30]=[C:25]([CH3:24])[C:26]=1[NH:33][C:34]([NH:1][C:2]1[C:3]([C:12]([NH:14][C:15]2([C:20]([O:22][CH3:23])=[O:21])[CH2:19][CH2:18][CH2:17][CH2:16]2)=[O:13])=[CH:4][C:5]2[C:10]([CH:11]=1)=[CH:9][CH:8]=[CH:7][CH:6]=2)=[O:35]. (6) Given the reactants [CH3:1][C:2]1[CH:16]=[C:5]2[C:6](=[O:15])[N:4]3[N:3]=[C:2]([CH3:1])[CH:16]=[C:5]3[C:6](=[O:15])[N:4]2[N:3]=1.[F:17][C:18]([F:27])([F:26])[C:19]1[CH:25]=[CH:24][C:22]([NH2:23])=[CH:21][CH:20]=1, predict the reaction product. The product is: [F:17][C:18]([F:26])([F:27])[C:19]1[CH:25]=[CH:24][C:22]([NH:23][C:6]([C:5]2[CH:16]=[C:2]([CH3:1])[NH:3][N:4]=2)=[O:15])=[CH:21][CH:20]=1. (7) Given the reactants [CH3:1][O:2][C:3]1[CH:4]=[C:5]([CH2:13][CH2:14][C:15]([OH:17])=O)[CH:6]=[CH:7][C:8]=1[O:9][CH2:10][C:11]#[CH:12].S(Cl)([Cl:20])=O.C1(C)C=CC=CC=1, predict the reaction product. The product is: [CH3:1][O:2][C:3]1[CH:4]=[C:5]([CH2:13][CH2:14][C:15]([Cl:20])=[O:17])[CH:6]=[CH:7][C:8]=1[O:9][CH2:10][C:11]#[CH:12].